From a dataset of Cav3 T-type calcium channel HTS with 100,875 compounds. Binary Classification. Given a drug SMILES string, predict its activity (active/inactive) in a high-throughput screening assay against a specified biological target. (1) The drug is O1CCN(CC1)C(Oc1c2c(c(OC(=O)N3CCOCC3)ccc2)ccc1)=O. The result is 0 (inactive). (2) The compound is S(c1n(c(nn1)c1c(cccc1)C)C)CC(=O)NCc1cc2OCOc2cc1. The result is 0 (inactive). (3) The result is 0 (inactive). The molecule is S(CC(=O)NNC(=O)C1CCCCC1)c1n(nnn1)CC. (4) The compound is O(CCCNC)c1c(OC)cc(cc1)/C=C\C. The result is 0 (inactive).